This data is from Catalyst prediction with 721,799 reactions and 888 catalyst types from USPTO. The task is: Predict which catalyst facilitates the given reaction. Reactant: [BH4-].[Na+].[O:3]1[CH:7]=[CH:6][CH:5]=[C:4]1[C:8]1[O:9][C:10]([CH3:25])=[C:11]([CH2:13][O:14][C:15]2[CH:22]=[CH:21][C:18]([CH:19]=[O:20])=[CH:17][C:16]=2[O:23][CH3:24])[N:12]=1.CO.O. Product: [O:3]1[CH:7]=[CH:6][CH:5]=[C:4]1[C:8]1[O:9][C:10]([CH3:25])=[C:11]([CH2:13][O:14][C:15]2[CH:22]=[CH:21][C:18]([CH2:19][OH:20])=[CH:17][C:16]=2[O:23][CH3:24])[N:12]=1. The catalyst class is: 7.